From a dataset of Forward reaction prediction with 1.9M reactions from USPTO patents (1976-2016). Predict the product of the given reaction. (1) Given the reactants [F:1][C:2]1[CH:7]=[CH:6][C:5]([CH:8]([C:31]2[CH2:32][CH2:33][N:34]([CH3:37])[CH2:35][CH:36]=2)[C:9]([N:11]2[CH2:16][CH2:15][N:14]([CH2:17][CH2:18][CH2:19][CH2:20][C:21]3[C:30]4[C:25](=[CH:26][CH:27]=[CH:28][CH:29]=4)[CH:24]=[CH:23][CH:22]=3)[CH2:13][CH2:12]2)=O)=[CH:4][CH:3]=1.[H-].[Al+3].[Li+].[H-].[H-].[H-], predict the reaction product. The product is: [F:1][C:2]1[CH:3]=[CH:4][C:5]([CH:8]([C:31]2[CH2:32][CH2:33][N:34]([CH3:37])[CH2:35][CH:36]=2)[CH2:9][N:11]2[CH2:12][CH2:13][N:14]([CH2:17][CH2:18][CH2:19][CH2:20][C:21]3[C:30]4[C:25](=[CH:26][CH:27]=[CH:28][CH:29]=4)[CH:24]=[CH:23][CH:22]=3)[CH2:15][CH2:16]2)=[CH:6][CH:7]=1. (2) Given the reactants C([O:8][N:9]1[C:14]2[N:15]=[CH:16][N:17]=[C:18]([CH3:19])[C:13]=2[C:12]([NH:20][CH2:21][C:22]2[CH:27]=[CH:26][CH:25]=[CH:24][C:23]=2[OH:28])=[CH:11][C:10]1=[O:29])C1C=CC=CC=1.CO.[H][H], predict the reaction product. The product is: [OH:8][N:9]1[C:14]2[N:15]=[CH:16][N:17]=[C:18]([CH3:19])[C:13]=2[C:12]([NH:20][CH2:21][C:22]2[CH:27]=[CH:26][CH:25]=[CH:24][C:23]=2[OH:28])=[CH:11][C:10]1=[O:29].